This data is from Peptide-MHC class I binding affinity with 185,985 pairs from IEDB/IMGT. The task is: Regression. Given a peptide amino acid sequence and an MHC pseudo amino acid sequence, predict their binding affinity value. This is MHC class I binding data. The peptide sequence is KLWIWIGSQ. The MHC is HLA-A80:01 with pseudo-sequence HLA-A80:01. The binding affinity (normalized) is 0.0847.